The task is: Predict the product of the given reaction.. This data is from Forward reaction prediction with 1.9M reactions from USPTO patents (1976-2016). (1) Given the reactants [Br:1][C:2]1[CH:7]=[CH:6][C:5]([CH2:8][CH2:9]O)=[C:4]([CH2:11][CH3:12])[CH:3]=1.C[CH2:14][N:15](CC)CC, predict the reaction product. The product is: [Br:1][C:2]1[CH:7]=[CH:6][C:5]([CH2:8][CH2:9][NH:15][CH3:14])=[C:4]([CH2:11][CH3:12])[CH:3]=1. (2) Given the reactants FC(F)(F)C(O)=O.C(NC1NC2C(N=C(OC)N=2)=C(N)N=1)CCC.C(=O)([O-])[O-].[K+].[K+].BrCCCCCCl.[NH:38]1[CH2:44][CH2:43][CH2:42][CH2:41][CH2:40][CH2:39]1.C(N(CC)CC)C.[CH2:52]([NH:56][C:57]1[N:65]=[C:64]2[C:60]([N:61]=[C:62]([O:78]C)[N:63]2[CH2:66][CH2:67][CH2:68][CH2:69][CH2:70]N2CCCCCC2)=[C:59]([NH2:80])[N:58]=1)[CH2:53][CH2:54][CH3:55], predict the reaction product. The product is: [NH2:80][C:59]1[N:58]=[C:57]([NH:56][CH2:52][CH2:53][CH2:54][CH3:55])[N:65]=[C:64]2[C:60]=1[NH:61][C:62](=[O:78])[N:63]2[CH2:66][CH2:67][CH2:68][CH:69]([N:38]1[CH2:44][CH2:43][CH2:42][CH2:41][CH2:40][CH2:39]1)[CH3:70].